This data is from Reaction yield outcomes from USPTO patents with 853,638 reactions. The task is: Predict the reaction yield, written as a fraction of the theoretical maximum amount of product (1.0 means a 100% yield; for example, 0.34 means a 34% yield). (1) The reactants are [CH3:1][C:2]1([CH3:32])[CH2:5][CH:4]([CH:6]([NH:20][C:21]2[CH:22]=[N:23][C:24]3[C:29]([CH:30]=2)=[CH:28][CH:27]=[C:26]([F:31])[CH:25]=3)[C:7]2[CH:19]=[CH:18][C:10]([C:11]([O:13]C(C)(C)C)=[O:12])=[CH:9][CH:8]=2)[CH2:3]1.FC(F)(F)C(O)=O. The catalyst is C(Cl)Cl. The product is [CH3:1][C:2]1([CH3:32])[CH2:3][CH:4]([CH:6]([NH:20][C:21]2[CH:22]=[N:23][C:24]3[C:29]([CH:30]=2)=[CH:28][CH:27]=[C:26]([F:31])[CH:25]=3)[C:7]2[CH:19]=[CH:18][C:10]([C:11]([OH:13])=[O:12])=[CH:9][CH:8]=2)[CH2:5]1. The yield is 0.990. (2) The reactants are [CH3:1][C:2]1[N:10]([CH:11]([C:13]2[CH:18]=[CH:17][CH:16]=[CH:15][CH:14]=2)[CH3:12])[C:5]2=[CH:6][N:7]=[CH:8][CH:9]=[C:4]2[C:3]=1[C:19](O)=[O:20].CN(C(ON1N=NC2C=CC=NC1=2)=[N+](C)C)C.F[P-](F)(F)(F)(F)F.[NH2:46][CH2:47][C:48]1[C:49](=[O:56])[NH:50][C:51]([CH3:55])=[CH:52][C:53]=1[CH3:54].O. The catalyst is ClCCl. The product is [CH3:54][C:53]1[CH:52]=[C:51]([CH3:55])[NH:50][C:49](=[O:56])[C:48]=1[CH2:47][NH:46][C:19]([C:3]1[C:4]2[C:5](=[CH:6][N:7]=[CH:8][CH:9]=2)[N:10]([CH:11]([C:13]2[CH:18]=[CH:17][CH:16]=[CH:15][CH:14]=2)[CH3:12])[C:2]=1[CH3:1])=[O:20]. The yield is 0.216. (3) The reactants are [N:1]1([S:7]([C:10]2[CH:16]=[CH:15][C:13]([NH2:14])=[CH:12][CH:11]=2)(=[O:9])=[O:8])[CH2:6][CH2:5][O:4][CH2:3][CH2:2]1.P(=O)(O)(O)O.[N+]([O-])(O)=O.[N:26]([O-])=O.[Na+].[CH3:30][C:31](=[O:36])[CH2:32][C:33](=[O:35])[CH3:34].C([O-])(=O)C.[K+].C([O-])([O-])=O.[Na+].[Na+]. The catalyst is C(O)C. The product is [N:1]1([S:7]([C:10]2[CH:16]=[CH:15][C:13]([NH:14][N:26]=[C:32]([C:31](=[O:36])[CH3:30])[C:33](=[O:35])[CH3:34])=[CH:12][CH:11]=2)(=[O:9])=[O:8])[CH2:2][CH2:3][O:4][CH2:5][CH2:6]1. The yield is 0.860. (4) The reactants are [Br:1][C:2]1[CH:3]=[N:4][N:5]2[C:10](O)=[C:9]([C:12]([N:14]3[CH2:19][CH2:18][CH:17]([C:20]4[CH:25]=[CH:24][CH:23]=[CH:22][CH:21]=4)[CH2:16][CH2:15]3)=[O:13])[CH:8]=[N:7][C:6]=12.C(N(CC)C1C=CC=CC=1)C.P(Cl)(Cl)([Cl:39])=O. No catalyst specified. The product is [Br:1][C:2]1[CH:3]=[N:4][N:5]2[C:10]([Cl:39])=[C:9]([C:12]([N:14]3[CH2:19][CH2:18][CH:17]([C:20]4[CH:25]=[CH:24][CH:23]=[CH:22][CH:21]=4)[CH2:16][CH2:15]3)=[O:13])[CH:8]=[N:7][C:6]=12. The yield is 0.930. (5) The reactants are [H-].[Na+].[CH:3]1[C:14]2=[C:15]3[CH:10]([CH2:11][CH2:12][CH2:13]2)[CH2:9][CH2:8][CH2:7][C:6]3=[CH:5][C:4]=1[NH:16][C:17]1[CH:27]=[CH:26][C:20]([C:21]([O:23][CH2:24][CH3:25])=[O:22])=[CH:19][CH:18]=1.Br[CH2:29][CH:30]1[CH2:32][CH2:31]1.[Cl-].[NH4+]. The catalyst is CN(C)C=O. The product is [CH:30]1([CH2:29][N:16]([C:4]2[CH:3]=[C:14]3[C:15]4[CH:10]([CH2:11][CH2:12][CH2:13]3)[CH2:9][CH2:8][CH2:7][C:6]=4[CH:5]=2)[C:17]2[CH:18]=[CH:19][C:20]([C:21]([O:23][CH2:24][CH3:25])=[O:22])=[CH:26][CH:27]=2)[CH2:32][CH2:31]1. The yield is 0.970. (6) The reactants are [N:1]1([C:7]2[CH:12]=[CH:11][C:10]([CH2:13][N:14]3[CH2:19][CH2:18][N:17](C(OC(C)(C)C)=O)[CH2:16][CH2:15]3)=[C:9]([C:27]([F:30])([F:29])[F:28])[CH:8]=2)[CH2:6][CH2:5][O:4][CH2:3][CH2:2]1.FC(F)(F)C(O)=O. The catalyst is ClCCl. The yield is 0.810. The product is [N:14]1([CH2:13][C:10]2[CH:11]=[CH:12][C:7]([N:1]3[CH2:6][CH2:5][O:4][CH2:3][CH2:2]3)=[CH:8][C:9]=2[C:27]([F:30])([F:29])[F:28])[CH2:19][CH2:18][NH:17][CH2:16][CH2:15]1. (7) The reactants are [F:1][C:2]1[CH:7]=[CH:6][C:5]([N:8]2[CH:13]=[CH:12][C:11](I)=[C:10]([C:15]([NH:17][C:18]3[CH:23]=[CH:22][C:21]([O:24][C:25]4[CH:30]=[CH:29][N:28]=[C:27]5[CH:31]=[C:32]([C:34]6[CH:39]=[CH:38][CH:37]=[CH:36][CH:35]=6)[O:33][C:26]=45)=[CH:20][CH:19]=3)=[O:16])[C:9]2=[O:40])=[CH:4][CH:3]=1.[O-:41][CH2:42][CH3:43].[Na+]. No catalyst specified. The product is [C:34]1([C:32]2[O:33][C:26]3[C:27](=[N:28][CH:29]=[CH:30][C:25]=3[O:24][C:21]3[CH:22]=[CH:23][C:18]([NH:17][C:15]([C:10]4[C:9](=[O:40])[N:8]([C:5]5[CH:6]=[CH:7][C:2]([F:1])=[CH:3][CH:4]=5)[CH:13]=[CH:12][C:11]=4[O:41][CH2:42][CH3:43])=[O:16])=[CH:19][CH:20]=3)[CH:31]=2)[CH:39]=[CH:38][CH:37]=[CH:36][CH:35]=1. The yield is 1.00. (8) The reactants are [OH:1][C:2]1[C:9]([CH3:10])=[CH:8][C:5]([C:6]#[N:7])=[CH:4][C:3]=1[CH3:11].[H-].[Na+].[CH2:14](Br)[C:15]1[CH:20]=[CH:19][CH:18]=[CH:17][CH:16]=1. The catalyst is CN(C=O)C. The product is [CH2:14]([O:1][C:2]1[C:3]([CH3:11])=[CH:4][C:5]([C:6]#[N:7])=[CH:8][C:9]=1[CH3:10])[C:15]1[CH:20]=[CH:19][CH:18]=[CH:17][CH:16]=1. The yield is 1.00. (9) The reactants are [CH3:1][C:2]1[C:7]([CH:8]([CH2:13][CH2:14][CH3:15])[C:9]([O:11]C)=[O:10])=[C:6]([C:16]2[CH:21]=[CH:20][C:19]([CH3:22])=[CH:18][CH:17]=2)[N:5]=[C:4]([N:23]2[CH2:27][CH2:26][CH2:25][CH2:24]2)[N:3]=1.[OH-].[Na+]. The catalyst is CO. The product is [CH3:1][C:2]1[C:7]([CH:8]([CH2:13][CH2:14][CH3:15])[C:9]([OH:11])=[O:10])=[C:6]([C:16]2[CH:17]=[CH:18][C:19]([CH3:22])=[CH:20][CH:21]=2)[N:5]=[C:4]([N:23]2[CH2:24][CH2:25][CH2:26][CH2:27]2)[N:3]=1. The yield is 0.670.